This data is from Forward reaction prediction with 1.9M reactions from USPTO patents (1976-2016). The task is: Predict the product of the given reaction. (1) The product is: [Cl:1][C:2]1[N:3]=[C:4]([NH:22][C:23]2[CH:31]=[CH:30][C:29]([O:32][CH3:33])=[CH:28][C:24]=2[C:25]([NH2:27])=[O:26])[C:5]2[CH:10]=[CH:9][N:8]([S:11]([C:14]3[CH:19]=[CH:18][C:17]([CH3:20])=[CH:16][CH:15]=3)(=[O:13])=[O:12])[C:6]=2[N:7]=1. Given the reactants [Cl:1][C:2]1[N:3]=[C:4](Cl)[C:5]2[CH:10]=[CH:9][N:8]([S:11]([C:14]3[CH:19]=[CH:18][C:17]([CH3:20])=[CH:16][CH:15]=3)(=[O:13])=[O:12])[C:6]=2[N:7]=1.[NH2:22][C:23]1[CH:31]=[CH:30][C:29]([O:32][CH3:33])=[CH:28][C:24]=1[C:25]([NH2:27])=[O:26], predict the reaction product. (2) Given the reactants [CH3:1][O:2][C:3](=[O:25])[C:4]1[CH:9]=[C:8]([C:10]#[C:11][CH2:12][O:13][CH:14]2[CH2:19][CH2:18][CH2:17][CH2:16][O:15]2)[C:7]([C:20]([F:23])([F:22])[F:21])=[CH:6][C:5]=1[NH2:24], predict the reaction product. The product is: [CH3:1][O:2][C:3](=[O:25])[C:4]1[CH:9]=[C:8]([CH2:10][CH2:11][CH2:12][O:13][CH:14]2[CH2:19][CH2:18][CH2:17][CH2:16][O:15]2)[C:7]([C:20]([F:21])([F:23])[F:22])=[CH:6][C:5]=1[NH2:24]. (3) Given the reactants C(OC([N:8]1[CH2:13][CH2:12][CH:11]([N:14]2[C:27]3[CH:26]=[CH:25][C:24]([C:28](=[NH:31])[NH:29]O)=[CH:23][C:22]=3[O:21][C:20]3[C:15]2=[CH:16][CH:17]=[CH:18][CH:19]=3)[CH2:10][CH2:9]1)=O)(C)(C)C.[C:32](N1C=CN=C1)(N1C=CN=C1)=[O:33].Cl.[O:45]1CCOCC1, predict the reaction product. The product is: [NH:8]1[CH2:13][CH2:12][CH:11]([N:14]2[C:27]3[CH:26]=[CH:25][C:24]([C:28]4[NH:29][C:32](=[O:33])[O:45][N:31]=4)=[CH:23][C:22]=3[O:21][C:20]3[C:15]2=[CH:16][CH:17]=[CH:18][CH:19]=3)[CH2:10][CH2:9]1.